From a dataset of Forward reaction prediction with 1.9M reactions from USPTO patents (1976-2016). Predict the product of the given reaction. (1) Given the reactants [CH2:1]([O:3][C:4](=[O:26])[CH2:5][CH2:6][CH:7]([NH:18][C:19]([O:21][C:22]([CH3:25])([CH3:24])[CH3:23])=[O:20])[C:8]([N:10]1[CH2:14][CH2:13][CH2:12][CH:11]1[C:15](=O)[NH2:16])=[O:9])[CH3:2].N1C=CN=C1.P(Cl)(Cl)(Cl)=O, predict the reaction product. The product is: [CH2:1]([O:3][C:4](=[O:26])[CH2:5][CH2:6][CH:7]([NH:18][C:19]([O:21][C:22]([CH3:25])([CH3:24])[CH3:23])=[O:20])[C:8]([N:10]1[CH2:14][CH2:13][CH2:12][CH:11]1[C:15]#[N:16])=[O:9])[CH3:2]. (2) Given the reactants [C:1]([NH:4][C:5]1[CH:34]=[CH:33][C:8]([CH2:9][C:10]2[N:18]([CH2:19][O:20][C:21](=[O:26])[C:22]([CH3:25])([CH3:24])[CH3:23])[C:17]3[C:16](=[O:27])[NH:15][C:14](=[O:28])[N:13]([CH2:29][CH2:30][CH2:31][CH3:32])[C:12]=3[N:11]=2)=[CH:7][CH:6]=1)(=[O:3])[CH3:2].C(=O)([O-])[O-].[Na+].[Na+].Br[CH2:42][C:43]1[CH:56]=[CH:55][CH:54]=[CH:53][C:44]=1[O:45][Si:46]([C:49]([CH3:52])([CH3:51])[CH3:50])([CH3:48])[CH3:47].O, predict the reaction product. The product is: [C:1]([NH:4][C:5]1[CH:34]=[CH:33][C:8]([CH2:9][C:10]2[N:18]([CH2:19][O:20][C:21](=[O:26])[C:22]([CH3:24])([CH3:25])[CH3:23])[C:17]3[C:16](=[O:27])[N:15]([CH2:42][C:43]4[CH:56]=[CH:55][CH:54]=[CH:53][C:44]=4[O:45][Si:46]([C:49]([CH3:52])([CH3:51])[CH3:50])([CH3:48])[CH3:47])[C:14](=[O:28])[N:13]([CH2:29][CH2:30][CH2:31][CH3:32])[C:12]=3[N:11]=2)=[CH:7][CH:6]=1)(=[O:3])[CH3:2]. (3) Given the reactants [CH3:1][Si]([N-][Si](C)(C)C)(C)C.[Li+].O=[C:12]1[CH2:17][CH2:16][CH:15]([C:18]([O:20][CH2:21][CH3:22])=[O:19])[CH2:14][CH2:13]1, predict the reaction product. The product is: [CH2:1]=[C:12]1[CH2:17][CH2:16][CH:15]([C:18]([O:20][CH2:21][CH3:22])=[O:19])[CH2:14][CH2:13]1. (4) Given the reactants Br[C:2]1[C:3]2[CH:4]3[CH2:22][CH2:21][N:20](C(OC(C)(C)C)=O)[CH2:19][CH2:18][CH:5]3[N:6](C(OC(C)(C)C)=O)[C:7]=2[CH:8]=[CH:9][CH:10]=1.P([O-])([O-])([O-])=O.[K+].[K+].[K+].[S:38]1[C:42]2[CH:43]=[CH:44][CH:45]=[CH:46][C:41]=2[CH:40]=[C:39]1B(O)O.N#N, predict the reaction product. The product is: [S:38]1[C:42]2[CH:43]=[CH:44][CH:45]=[CH:46][C:41]=2[CH:40]=[C:39]1[C:2]1[C:3]2[C@@H:4]3[CH2:22][CH2:21][NH:20][CH2:19][CH2:18][C@@H:5]3[NH:6][C:7]=2[CH:8]=[CH:9][CH:10]=1. (5) Given the reactants [Cl:1][C:2]1[CH:7]=[CH:6][C:5]([C:8]2[CH:13]=[CH:12][CH:11]=[CH:10][C:9]=2[CH2:14][N:15]2[CH2:20][CH2:19][N:18]([C:21]3[CH:22]=[CH:23][C:24]([C:54]([O:56][CH3:57])=[O:55])=[C:25]([CH:53]=3)[O:26][C:27]3[CH:28]=[C:29]4[C:33](=[CH:34][CH:35]=3)[N:32](C(OC(C)(C)C)=O)[CH:31]=[C:30]4[CH2:43][CH2:44][C:45]([N:47]3[CH2:52][CH2:51][O:50][CH2:49][CH2:48]3)=[O:46])[CH2:17][CH2:16]2)=[CH:4][CH:3]=1.Cl, predict the reaction product. The product is: [Cl:1][C:2]1[CH:3]=[CH:4][C:5]([C:8]2[CH:13]=[CH:12][CH:11]=[CH:10][C:9]=2[CH2:14][N:15]2[CH2:16][CH2:17][N:18]([C:21]3[CH:22]=[CH:23][C:24]([C:54]([O:56][CH3:57])=[O:55])=[C:25]([O:26][C:27]4[CH:28]=[C:29]5[C:33](=[CH:34][CH:35]=4)[NH:32][CH:31]=[C:30]5[CH2:43][CH2:44][C:45]([N:47]4[CH2:52][CH2:51][O:50][CH2:49][CH2:48]4)=[O:46])[CH:53]=3)[CH2:19][CH2:20]2)=[CH:6][CH:7]=1. (6) Given the reactants Br[C:2]1[CH:7]=[CH:6][C:5]([C:8]2(C(OC)=O)[CH2:10][CH2:9]2)=[CH:4][CH:3]=1.[C:15]([O-:18])(=[O:17])C.[K+].[B:20]1([B:20]2[O:24][C:23]([CH3:26])([CH3:25])[C:22]([CH3:28])([CH3:27])[O:21]2)[O:24][C:23]([CH3:26])([CH3:25])[C:22]([CH3:28])([CH3:27])[O:21]1.O1CCOC[CH2:39]1, predict the reaction product. The product is: [CH3:39][O:18][C:15]([CH:10]1[CH2:9][CH:8]1[C:5]1[CH:4]=[CH:3][C:2]([B:20]2[O:24][C:23]([CH3:26])([CH3:25])[C:22]([CH3:28])([CH3:27])[O:21]2)=[CH:7][CH:6]=1)=[O:17].